This data is from Reaction yield outcomes from USPTO patents with 853,638 reactions. The task is: Predict the reaction yield, written as a fraction of the theoretical maximum amount of product (1.0 means a 100% yield; for example, 0.34 means a 34% yield). (1) The reactants are Cl[CH2:2][CH2:3][CH2:4][C:5]([NH:7][C:8]1[C:9]([F:21])=[C:10]([CH:15]=[C:16]([N+:18]([O-:20])=[O:19])[CH:17]=1)[C:11]([O:13][CH3:14])=[O:12])=[O:6].[H-].[Na+]. The catalyst is C1COCC1.CCOC(C)=O. The product is [F:21][C:9]1[C:8]([N:7]2[CH2:2][CH2:3][CH2:4][C:5]2=[O:6])=[CH:17][C:16]([N+:18]([O-:20])=[O:19])=[CH:15][C:10]=1[C:11]([O:13][CH3:14])=[O:12]. The yield is 0.430. (2) The reactants are [Cl:1][C:2]1[CH:11]=[CH:10][C:9]2[C:4](=[CH:5][CH:6]=[C:7](Br)[CH:8]=2)[CH:3]=1.B1(B2OC(C)(C)C(C)(C)O2)OC(C)(C)C(C)(C)O1.ClCCl.C([O-])(=O)C.[K+].Br[C:40]1[C:48]2[C:43](=[CH:44][CH:45]=[C:46]([C:49]#[N:50])[CH:47]=2)[N:42]([CH:51]2[CH2:56][CH2:55][CH2:54][CH2:53][O:52]2)[N:41]=1.P([O-])([O-])([O-])=O.[K+].[K+].[K+]. The catalyst is CN(C=O)C. The product is [Cl:1][C:2]1[CH:3]=[C:4]2[C:9](=[CH:10][CH:11]=1)[CH:8]=[C:7]([C:40]1[C:48]3[C:43](=[CH:44][CH:45]=[C:46]([C:49]#[N:50])[CH:47]=3)[N:42]([CH:51]3[CH2:56][CH2:55][CH2:54][CH2:53][O:52]3)[N:41]=1)[CH:6]=[CH:5]2. The yield is 0.370. (3) The reactants are [Cl:1][C:2]1[C:11](=O)[C:10]2[C:5](=[CH:6][CH:7]=[C:8]([O:13][CH3:14])[N:9]=2)[NH:4][CH:3]=1.P(Br)(Br)[Br:16].O.C(=O)([O-])[O-].[K+].[K+]. The catalyst is CN(C)C=O. The product is [Br:16][C:11]1[C:2]([Cl:1])=[CH:3][N:4]=[C:5]2[C:10]=1[N:9]=[C:8]([O:13][CH3:14])[CH:7]=[CH:6]2. The yield is 0.910. (4) The reactants are CC1(C)C(C)(C)OB([C:9]2[CH:26]=[CH:25][C:12]3[CH2:13][CH2:14][N:15]([C:18]([O:20][C:21]([CH3:24])([CH3:23])[CH3:22])=[O:19])[CH2:16][CH2:17][C:11]=3[CH:10]=2)O1.Br[C:29]1[S:30][C:31]([C:34]2[CH:39]=[CH:38][C:37]([O:40][CH:41]([CH3:43])[CH3:42])=[C:36]([Cl:44])[CH:35]=2)=[N:32][N:33]=1.C([O-])(O)=O.[Na+]. The catalyst is O1CCOCC1.C1C=CC(P(C2C=CC=CC=2)[C-]2C=CC=C2)=CC=1.C1C=CC(P(C2C=CC=CC=2)[C-]2C=CC=C2)=CC=1.Cl[Pd]Cl.[Fe+2]. The product is [Cl:44][C:36]1[CH:35]=[C:34]([C:31]2[S:30][C:29]([C:9]3[CH:26]=[CH:25][C:12]4[CH2:13][CH2:14][N:15]([C:18]([O:20][C:21]([CH3:22])([CH3:24])[CH3:23])=[O:19])[CH2:16][CH2:17][C:11]=4[CH:10]=3)=[N:33][N:32]=2)[CH:39]=[CH:38][C:37]=1[O:40][CH:41]([CH3:42])[CH3:43]. The yield is 0.200. (5) The yield is 0.320. The catalyst is COCCO. The product is [CH3:1][N:2]1[CH2:7][CH2:6][N:5]([C:8]2[CH:13]=[CH:12][N:11]=[C:10]3[NH:14][CH:15]=[C:16]([C:17]4[CH:18]=[CH:19][N:33]=[C:34]([NH2:36])[N:35]=4)[C:9]=23)[CH2:4][CH2:3]1. The reactants are [CH3:1][N:2]1[CH2:7][CH2:6][N:5]([C:8]2[CH:13]=[CH:12][N:11]=[C:10]3[N:14](S(C4C=CC=CC=4)(=O)=O)[CH:15]=[C:16]([C:17](=O)/[CH:18]=[CH:19]/N(C)C)[C:9]=23)[CH2:4][CH2:3]1.[NH2:33][C:34]([NH2:36])=[NH:35].C(=O)([O-])[O-].[K+].[K+]. (6) The reactants are [CH2:1]([O:8][C:9]([NH:11][C@H](C(O)=O)CC(C)C)=[O:10])[C:2]1[CH:7]=[CH:6][CH:5]=[CH:4][CH:3]=1.C[N:21]1[CH2:26][CH2:25][O:24]CC1.ClC(O[CH2:31][CH:32]([CH3:34])[CH3:33])=O. The catalyst is C1COCC1. The product is [CH2:1]([O:8][C:9]([NH:11][C:25](=[O:24])[C@H:26]([CH2:31][CH:32]([CH3:34])[CH3:33])[NH2:21])=[O:10])[C:2]1[CH:7]=[CH:6][CH:5]=[CH:4][CH:3]=1. The yield is 1.00.